Task: Predict the reactants needed to synthesize the given product.. Dataset: Full USPTO retrosynthesis dataset with 1.9M reactions from patents (1976-2016) The reactants are: Cl.[CH3:2][S:3]([C:6]1[CH:12]=[CH:11][C:9]([NH2:10])=[CH:8][CH:7]=1)(=[O:5])=[O:4].C[Al](C)C.[C:17]([C:19]1[CH:24]=[CH:23][CH:22]=[CH:21][N:20]=1)#[N:18]. Given the product [CH3:2][S:3]([C:6]1[CH:12]=[CH:11][C:9]([NH:10][C:17]([C:19]2[CH:24]=[CH:23][CH:22]=[CH:21][N:20]=2)=[NH:18])=[CH:8][CH:7]=1)(=[O:4])=[O:5], predict the reactants needed to synthesize it.